Dataset: Forward reaction prediction with 1.9M reactions from USPTO patents (1976-2016). Task: Predict the product of the given reaction. (1) Given the reactants [CH3:1][O:2][C:3]1[CH:4]=[C:5]([CH:14]=[CH:15][C:16]=1[O:17][CH3:18])[CH2:6][NH:7][CH2:8][C:9]([O:11][CH2:12][CH3:13])=[O:10].[C:19](O[C:19]([O:21][C:22]([CH3:25])([CH3:24])[CH3:23])=[O:20])([O:21][C:22]([CH3:25])([CH3:24])[CH3:23])=[O:20], predict the reaction product. The product is: [C:22]([O:21][C:19]([N:7]([CH2:6][C:5]1[CH:14]=[CH:15][C:16]([O:17][CH3:18])=[C:3]([O:2][CH3:1])[CH:4]=1)[CH2:8][C:9]([O:11][CH2:12][CH3:13])=[O:10])=[O:20])([CH3:25])([CH3:24])[CH3:23]. (2) Given the reactants Cl.[CH3:2][O:3][C:4]([C:6]1[CH:7]=[C:8]([CH:16]=[CH:17][CH:18]=1)[CH:9]=[C:10]1[CH2:15][CH2:14][NH:13][CH2:12][CH2:11]1)=[O:5].Br[CH2:20][CH2:21][O:22][C:23]1[CH:32]=[CH:31][CH:30]=[C:29]2[C:24]=1[CH:25]=[CH:26][C:27]([CH3:33])=[N:28]2, predict the reaction product. The product is: [CH3:33][C:27]1[CH:26]=[CH:25][C:24]2[C:29](=[CH:30][CH:31]=[CH:32][C:23]=2[O:22][CH2:21][CH2:20][N:13]2[CH2:12][CH2:11][C:10](=[CH:9][C:8]3[CH:7]=[C:6]([CH:18]=[CH:17][CH:16]=3)[C:4]([O:3][CH3:2])=[O:5])[CH2:15][CH2:14]2)[N:28]=1. (3) The product is: [CH3:40][N:37]1[CH2:38][CH2:39][CH:34]([NH:33][C:24]([C:19]2[NH:20][C:21]3[C:17]([C:18]=2[C:27]2[CH:28]=[CH:29][CH:30]=[CH:31][CH:32]=2)=[CH:16][C:15]([NH:14][S:11]([C:8]2[CH:7]=[CH:6][C:5]([C:1]([CH3:2])([CH3:3])[CH3:4])=[CH:10][CH:9]=2)(=[O:12])=[O:13])=[CH:23][CH:22]=3)=[O:26])[CH2:35][CH2:36]1. Given the reactants [C:1]([C:5]1[CH:10]=[CH:9][C:8]([S:11]([NH:14][C:15]2[CH:16]=[C:17]3[C:21](=[CH:22][CH:23]=2)[NH:20][C:19]([C:24]([OH:26])=O)=[C:18]3[C:27]2[CH:32]=[CH:31][CH:30]=[CH:29][CH:28]=2)(=[O:13])=[O:12])=[CH:7][CH:6]=1)([CH3:4])([CH3:3])[CH3:2].[NH2:33][CH:34]1[CH2:39][CH2:38][N:37]([CH3:40])[CH2:36][CH2:35]1, predict the reaction product. (4) Given the reactants [Cl:1][C:2]1[CH:8]=[C:7](I)[CH:6]=[CH:5][C:3]=1[NH2:4].[NH:10]1[CH:14]=[N:13][CH:12]=[N:11]1, predict the reaction product. The product is: [Cl:1][C:2]1[CH:8]=[C:7]([N:10]2[CH:14]=[N:13][CH:12]=[N:11]2)[CH:6]=[CH:5][C:3]=1[NH2:4]. (5) Given the reactants [Br:1][C:2]1[N:3]=[C:4]([CH:12]2[CH2:20][CH2:19][CH:18]3[N:14]([C:15](=[O:23])[C:16]([CH3:22])([CH3:21])[CH2:17]3)[CH2:13]2)[N:5]2[CH:10]=[CH:9][N:8]=[C:7](Cl)[C:6]=12.[NH3:24], predict the reaction product. The product is: [NH2:24][C:7]1[C:6]2[N:5]([C:4]([CH:12]3[CH2:20][CH2:19][CH:18]4[N:14]([C:15](=[O:23])[C:16]([CH3:22])([CH3:21])[CH2:17]4)[CH2:13]3)=[N:3][C:2]=2[Br:1])[CH:10]=[CH:9][N:8]=1. (6) The product is: [CH2:3]([C@H:10]1[CH2:14][O:13][C:12](=[O:15])[N:11]1[CH2:17][C:18]1[CH:23]=[C:22]([C:24]([F:25])([F:27])[F:26])[CH:21]=[CH:20][C:19]=1[I:28])[C:4]1[CH:5]=[CH:6][CH:7]=[CH:8][CH:9]=1. Given the reactants [H-].[Na+].[CH2:3]([C@H:10]1[CH2:14][O:13][C:12](=[O:15])[NH:11]1)[C:4]1[CH:9]=[CH:8][CH:7]=[CH:6][CH:5]=1.Br[CH2:17][C:18]1[CH:23]=[C:22]([C:24]([F:27])([F:26])[F:25])[CH:21]=[CH:20][C:19]=1[I:28], predict the reaction product. (7) The product is: [F:20][C:14]1[CH:15]=[CH:16][C:17]([F:19])=[CH:18][C:13]=1[C:11]1[S:10][C:9]([CH2:27][O:28][CH2:29][O:30][CH3:31])([C:21]2[CH:22]=[CH:23][CH:24]=[CH:25][CH:26]=2)[N:8]([C:6]2[O:7][C:47]([CH3:48])=[N:4][N:5]=2)[N:12]=1. Given the reactants C([NH:4][NH:5][C:6]([N:8]1[N:12]=[C:11]([C:13]2[CH:18]=[C:17]([F:19])[CH:16]=[CH:15][C:14]=2[F:20])[S:10][C:9]1([CH2:27][O:28][CH2:29][O:30][CH3:31])[C:21]1[CH:26]=[CH:25][CH:24]=[CH:23][CH:22]=1)=[O:7])(=O)C.CCN(C(C)C)C(C)C.O=P(Cl)(Cl)Cl.Cl[CH:47](Cl)[CH3:48], predict the reaction product. (8) Given the reactants [CH3:1][N:2]1[C:10]2[CH:9]=[CH:8][CH:7]=[C:6]3[CH2:11][CH2:12][N:13](C(OC(C)(C)C)=O)[CH2:14][CH:4]([C:5]=23)[CH2:3]1.[ClH:22].C(OCC)(=O)C.[OH-].[Na+], predict the reaction product. The product is: [ClH:22].[CH3:1][N:2]1[C:10]2[CH:9]=[CH:8][CH:7]=[C:6]3[CH2:11][CH2:12][NH:13][CH2:14][CH:4]([C:5]=23)[CH2:3]1.